From a dataset of Catalyst prediction with 721,799 reactions and 888 catalyst types from USPTO. Predict which catalyst facilitates the given reaction. (1) The catalyst class is: 4. Reactant: C([SiH](CC)CC)C.FC(F)(F)C(O)=O.O[CH:16]([C:27]1[C:28]([C:36]2[CH:41]=[CH:40][CH:39]=[CH:38][CH:37]=2)=[N:29][N:30]2[CH:35]=[CH:34][CH:33]=[CH:32][C:31]=12)[C:17]1[N:22]=[C:21]([C:23]([O:25][CH3:26])=[O:24])[CH:20]=[CH:19][CH:18]=1.C(=O)(O)[O-].[Na+]. Product: [C:36]1([C:28]2[C:27]([CH2:16][C:17]3[N:22]=[C:21]([C:23]([O:25][CH3:26])=[O:24])[CH:20]=[CH:19][CH:18]=3)=[C:31]3[CH:32]=[CH:33][CH:34]=[CH:35][N:30]3[N:29]=2)[CH:37]=[CH:38][CH:39]=[CH:40][CH:41]=1. (2) Reactant: [Cl:1][C:2]1[C:3]([N:14]2[CH2:19][CH2:18][N:17](C(OC(C)(C)C)=O)[CH2:16][CH2:15]2)=[N:4][CH:5]=[C:6]([C:8]2[O:9][C:10]([CH3:13])=[CH:11][N:12]=2)[CH:7]=1.[C:27]([OH:33])([C:29]([F:32])([F:31])[F:30])=[O:28]. Product: [F:30][C:29]([F:32])([F:31])[C:27]([OH:33])=[O:28].[F:30][C:29]([F:32])([F:31])[C:27]([OH:33])=[O:28].[Cl:1][C:2]1[C:3]([N:14]2[CH2:19][CH2:18][NH:17][CH2:16][CH2:15]2)=[N:4][CH:5]=[C:6]([C:8]2[O:9][C:10]([CH3:13])=[CH:11][N:12]=2)[CH:7]=1. The catalyst class is: 2. (3) Reactant: [C:1]1([S:7]([CH3:9])=[O:8])[CH:6]=[CH:5][CH:4]=[CH:3][CH:2]=1.[OH:10]O. Product: [C:1]1([S:7]([CH3:9])(=[O:10])=[O:8])[CH:6]=[CH:5][CH:4]=[CH:3][CH:2]=1. The catalyst class is: 6. (4) Reactant: [NH2:1][C:2]1[CH:3]=[C:4]2[C:20](=[O:21])[NH:19][N:18]=[CH:17][C:6]3=[C:7]([C:11]4[CH:16]=[CH:15][CH:14]=[CH:13][CH:12]=4)[NH:8][C:9]([CH:10]=1)=[C:5]23.[C:22]1([CH3:41])[CH:27]=[CH:26][C:25]([S:28]([NH:31][C:32]2[CH:40]=[CH:39][CH:38]=[CH:37][C:33]=2[C:34](O)=[O:35])(=[O:30])=[O:29])=[CH:24][CH:23]=1.C(N(CC)CC)C.F[P-](F)(F)(F)(F)F.N1(OC(N(C)C)=[N+](C)C)C2N=CC=CC=2N=N1. Product: [O:21]=[C:20]1[C:4]2[C:5]3[C:6](=[C:7]([C:11]4[CH:12]=[CH:13][CH:14]=[CH:15][CH:16]=4)[NH:8][C:9]=3[CH:10]=[C:2]([NH:1][C:34](=[O:35])[C:33]3[CH:37]=[CH:38][CH:39]=[CH:40][C:32]=3[NH:31][S:28]([C:25]3[CH:26]=[CH:27][C:22]([CH3:41])=[CH:23][CH:24]=3)(=[O:30])=[O:29])[CH:3]=2)[CH:17]=[N:18][NH:19]1. The catalyst class is: 9. (5) Reactant: Br[CH2:2][CH2:3][CH2:4][CH2:5][CH2:6][CH2:7][O:8][C:9]1[CH:16]=[CH:15][C:12]([C:13]#[N:14])=[CH:11][CH:10]=1.[CH3:17][O-:18].[Na+].CO. Product: [CH3:17][O:18][CH2:2][CH2:3][CH2:4][CH2:5][CH2:6][CH2:7][O:8][C:9]1[CH:16]=[CH:15][C:12]([C:13]#[N:14])=[CH:11][CH:10]=1. The catalyst class is: 5. (6) Reactant: [Br:1][C:2]1[CH:7]=[CH:6][C:5]([OH:8])=[C:4]([F:9])[CH:3]=1.[CH2:10](O)[CH2:11][CH2:12][CH3:13].C1(P(C2C=CC=CC=2)C2C=CC=CC=2)C=CC=CC=1.N(C(OC(C)C)=O)=NC(OC(C)C)=O. Product: [Br:1][C:2]1[CH:7]=[CH:6][C:5]([O:8][CH2:10][CH2:11][CH2:12][CH3:13])=[C:4]([F:9])[CH:3]=1. The catalyst class is: 7. (7) Reactant: Cl.[C:2]([C:6]1[N:11]=[CH:10][C:9]([C:12]2[N:13]([C:33]([N:35]3[CH2:40][CH2:39][N:38]([CH2:41][C:42](O)=[O:43])[CH2:37][CH2:36]3)=[O:34])[C@@:14]([C:26]3[CH:31]=[CH:30][C:29]([Cl:32])=[CH:28][CH:27]=3)([CH3:25])[C@@:15]([C:18]3[CH:23]=[CH:22][C:21]([Cl:24])=[CH:20][CH:19]=3)([CH3:17])[N:16]=2)=[C:8]([O:45][CH2:46][CH3:47])[CH:7]=1)([CH3:5])([CH3:4])[CH3:3].F[P-](F)(F)(F)(F)F.N1(OC(N(C)C)=[N+](C)C)C2N=CC=CC=2N=N1.[NH:72]1[CH2:77][CH2:76][NH:75][CH2:74][C:73]1=[O:78].C(N(CC)CC)C. Product: [C:2]([C:6]1[N:11]=[CH:10][C:9]([C:12]2[N:13]([C:33]([N:35]3[CH2:36][CH2:37][N:38]([CH2:41][C:42]([N:75]4[CH2:76][CH2:77][NH:72][C:73](=[O:78])[CH2:74]4)=[O:43])[CH2:39][CH2:40]3)=[O:34])[C@@:14]([C:26]3[CH:27]=[CH:28][C:29]([Cl:32])=[CH:30][CH:31]=3)([CH3:25])[C@@:15]([C:18]3[CH:23]=[CH:22][C:21]([Cl:24])=[CH:20][CH:19]=3)([CH3:17])[N:16]=2)=[C:8]([O:45][CH2:46][CH3:47])[CH:7]=1)([CH3:4])([CH3:3])[CH3:5]. The catalyst class is: 4. (8) Reactant: [CH2:1]([N:3]([CH3:27])[C:4]1[N:26]=[C:7]2[CH:8]=[C:9]([NH:12][C:13]([C:15]3[N:19]([CH3:20])[N:18]=[CH:17][C:16]=3[C:21]([O:23]CC)=[O:22])=[O:14])[CH:10]=[CH:11][N:6]2[N:5]=1)[CH3:2].O.[OH-].[Li+].Cl. Product: [CH2:1]([N:3]([CH3:27])[C:4]1[N:26]=[C:7]2[CH:8]=[C:9]([NH:12][C:13]([C:15]3[N:19]([CH3:20])[N:18]=[CH:17][C:16]=3[C:21]([OH:23])=[O:22])=[O:14])[CH:10]=[CH:11][N:6]2[N:5]=1)[CH3:2]. The catalyst class is: 24. (9) Reactant: [CH2:1]([O:3][C:4]([C:6]1[C:7]([CH3:23])=[C:8]([C:16]([O:18][C:19]([CH3:22])([CH3:21])[CH3:20])=[O:17])[NH:9][C:10]=1[CH2:11][CH2:12][C:13](O)=[O:14])=[O:5])[CH3:2].B. Product: [CH2:1]([O:3][C:4]([C:6]1[C:7]([CH3:23])=[C:8]([C:16]([O:18][C:19]([CH3:22])([CH3:21])[CH3:20])=[O:17])[NH:9][C:10]=1[CH2:11][CH2:12][CH2:13][OH:14])=[O:5])[CH3:2]. The catalyst class is: 7. (10) Reactant: Br[CH:2]1[CH2:14][CH2:13][C:12]2[C:11]3[C:6](=[CH:7][CH:8]=[C:9]([Cl:16])[C:10]=3[Cl:15])[NH:5][C:4]=2[C:3]1=[O:17].[Li+].[Br-]. Product: [Cl:15][C:10]1[C:9]([Cl:16])=[CH:8][CH:7]=[C:6]2[C:11]=1[C:12]1[CH:13]=[CH:14][CH:2]=[C:3]([OH:17])[C:4]=1[NH:5]2. The catalyst class is: 3.